Dataset: Reaction yield outcomes from USPTO patents with 853,638 reactions. Task: Predict the reaction yield, written as a fraction of the theoretical maximum amount of product (1.0 means a 100% yield; for example, 0.34 means a 34% yield). The reactants are C1(C[O:5][C:6]2[CH:7]=[C:8]([CH:13]=[C:14]([N:16]([CH2:21][CH2:22][N:23]3[CH2:28][CH2:27][O:26][CH2:25][CH2:24]3)[S:17]([CH3:20])(=[O:19])=[O:18])[CH:15]=2)[C:9]([O:11][CH3:12])=[O:10])CC1.C(O)(C(F)(F)F)=O. No catalyst specified. The product is [OH:5][C:6]1[CH:7]=[C:8]([CH:13]=[C:14]([N:16]([CH2:21][CH2:22][N:23]2[CH2:28][CH2:27][O:26][CH2:25][CH2:24]2)[S:17]([CH3:20])(=[O:19])=[O:18])[CH:15]=1)[C:9]([O:11][CH3:12])=[O:10]. The yield is 0.920.